Dataset: Full USPTO retrosynthesis dataset with 1.9M reactions from patents (1976-2016). Task: Predict the reactants needed to synthesize the given product. (1) Given the product [Cl:16][C:17]1[C:22]([Cl:23])=[CH:21][CH:20]=[CH:19][C:18]=1[NH:24][C:25]1[NH:14][C:6]2[C:5]([C:4]([OH:3])=[O:15])=[C:10]([S:11][CH3:12])[CH:9]=[CH:8][C:7]=2[N:13]=1, predict the reactants needed to synthesize it. The reactants are: C([O:3][C:4](=[O:15])[C:5]1[C:10]([S:11][CH3:12])=[CH:9][CH:8]=[C:7]([NH2:13])[C:6]=1[NH2:14])C.[Cl:16][C:17]1[C:22]([Cl:23])=[CH:21][CH:20]=[CH:19][C:18]=1[N:24]=[C:25]=S.Cl.CN(C)CCCN=C=NCC. (2) The reactants are: [NH2:1][C:2]1[N:7]=[C:6]([N:8]2[CH2:29][CH2:28][C:11]3([CH2:15][N:14]([C:16]([O:18][C:19]([CH3:22])([CH3:21])[CH3:20])=[O:17])[C@H:13]([C:23]([O:25][CH2:26][CH3:27])=[O:24])[CH2:12]3)[CH2:10][CH2:9]2)[CH:5]=[C:4]([O:30][C@H:31]([C:36]2[CH:41]=[CH:40][C:39](Cl)=[CH:38][C:37]=2[C:43]2[CH:48]=[CH:47][CH:46]=[C:45]([S:49]([CH3:52])(=[O:51])=[O:50])[CH:44]=2)[C:32]([F:35])([F:34])[F:33])[N:3]=1.[CH2:53]([Sn](CCCC)(CCCC)C=CC)[CH2:54][CH2:55]C.[F-].[Cs+]. Given the product [NH2:1][C:2]1[N:7]=[C:6]([N:8]2[CH2:29][CH2:28][C:11]3([CH2:15][N:14]([C:16]([O:18][C:19]([CH3:22])([CH3:21])[CH3:20])=[O:17])[C@H:13]([C:23]([O:25][CH2:26][CH3:27])=[O:24])[CH2:12]3)[CH2:10][CH2:9]2)[CH:5]=[C:4]([O:30][C@H:31]([C:36]2[CH:41]=[CH:40][C:39](/[CH:53]=[CH:54]/[CH3:55])=[CH:38][C:37]=2[C:43]2[CH:48]=[CH:47][CH:46]=[C:45]([S:49]([CH3:52])(=[O:51])=[O:50])[CH:44]=2)[C:32]([F:35])([F:34])[F:33])[N:3]=1, predict the reactants needed to synthesize it. (3) The reactants are: [C:1]([O:5][C:6]([N:8]1[CH2:13][CH2:12][CH:11]([CH2:14][CH2:15][C:16]([N:18]2[CH2:23][CH2:22][CH2:21][C@@H:20]([C:24](=[O:39])[NH:25][C@H:26]([C:32]3[CH:33]=[N:34][CH:35]=[C:36]([OH:38])[CH:37]=3)[CH2:27][C:28]([O:30][CH3:31])=[O:29])[CH2:19]2)=[O:17])[CH2:10][CH2:9]1)=[O:7])([CH3:4])([CH3:3])[CH3:2].[H-].[Na+].[Br:42][C:43]1[CH:50]=[C:49]([CH2:51]Br)[CH:48]=[CH:47][C:44]=1[C:45]#[N:46]. Given the product [C:1]([O:5][C:6]([N:8]1[CH2:9][CH2:10][CH:11]([CH2:14][CH2:15][C:16]([N:18]2[CH2:23][CH2:22][CH2:21][C@@H:20]([C:24](=[O:39])[NH:25][C@H:26]([C:32]3[CH:33]=[N:34][CH:35]=[C:36]([O:38][CH2:51][C:49]4[CH:48]=[CH:47][C:44]([C:45]#[N:46])=[C:43]([Br:42])[CH:50]=4)[CH:37]=3)[CH2:27][C:28]([O:30][CH3:31])=[O:29])[CH2:19]2)=[O:17])[CH2:12][CH2:13]1)=[O:7])([CH3:4])([CH3:2])[CH3:3], predict the reactants needed to synthesize it. (4) Given the product [CH3:23][O:22][CH2:21][CH2:20][O:12][C:6]1[CH:5]=[C:4]2[C:9]([CH:10]=[CH:11][C:2]([CH3:1])=[N:3]2)=[CH:8][CH:7]=1, predict the reactants needed to synthesize it. The reactants are: [CH3:1][C:2]1[CH:11]=[CH:10][C:9]2[C:4](=[CH:5][C:6]([OH:12])=[CH:7][CH:8]=2)[N:3]=1.C([O-])([O-])=O.[Cs+].[Cs+].Br[CH2:20][CH2:21][O:22][CH3:23]. (5) The reactants are: [Br:1][C:2]1[CH:3]=[C:4]2[C:9](=[CH:10][CH:11]=1)[C:8](=[O:12])[NH:7][C:6](=[O:13])/[C:5]/2=[CH:14]/OC.[N:17]1([C:22]2[CH:27]=[CH:26][C:25]([NH2:28])=[CH:24][CH:23]=2)[CH:21]=[CH:20][N:19]=[CH:18]1.C(N(CC)CC)C. Given the product [Br:1][C:2]1[CH:3]=[C:4]2[C:9](=[CH:10][CH:11]=1)[C:8](=[O:12])[NH:7][C:6](=[O:13])/[C:5]/2=[CH:14]\[NH:28][C:25]1[CH:24]=[CH:23][C:22]([N:17]2[CH:21]=[CH:20][N:19]=[CH:18]2)=[CH:27][CH:26]=1, predict the reactants needed to synthesize it. (6) Given the product [CH2:14]([NH:21][Si:2]([CH3:12])([CH3:13])[C:3]1[CH:4]([CH3:10])[C:5]([CH3:9])=[C:6]([CH3:8])[C:7]=1[CH3:23])[C:15]1[CH:20]=[CH:19][CH:18]=[CH:17][CH:16]=1, predict the reactants needed to synthesize it. The reactants are: Cl[Si:2]([CH3:13])([CH3:12])[C:3]1(C)[CH:7]=[C:6]([CH3:8])[C:5]([CH3:9])=[C:4]1[CH3:10].[CH2:14]([NH-:21])[C:15]1[CH:20]=[CH:19][CH:18]=[CH:17][CH:16]=1.[Li+].[CH3:23]COCC. (7) Given the product [CH2:1]([O:8][CH2:9][C:10]1[N:11]([CH2:33][C:30]2[CH:31]=[CH:32][N:27]=[CH:28][CH:29]=2)[C:12]([S:18][C:19]2[CH:24]=[CH:23][CH:22]=[C:21]([O:25][CH3:26])[CH:20]=2)=[C:13]([CH:15]([CH3:17])[CH3:16])[N:14]=1)[C:2]1[CH:3]=[CH:4][CH:5]=[CH:6][CH:7]=1, predict the reactants needed to synthesize it. The reactants are: [CH2:1]([O:8][CH2:9][C:10]1[NH:11][C:12]([S:18][C:19]2[CH:24]=[CH:23][CH:22]=[C:21]([O:25][CH3:26])[CH:20]=2)=[C:13]([CH:15]([CH3:17])[CH3:16])[N:14]=1)[C:2]1[CH:7]=[CH:6][CH:5]=[CH:4][CH:3]=1.[N:27]1[CH:32]=[CH:31][C:30]([CH2:33]Cl)=[CH:29][CH:28]=1.[OH-].[Na+].[I-].[Li+]. (8) Given the product [Cl:1][C:2]1[C:24]([Cl:25])=[CH:23][CH:22]=[CH:21][C:3]=1[CH2:4][N:5]1[C:9]([CH2:10][CH2:11][CH2:12][OH:13])=[CH:8][C:7]([O:17][CH:18]([CH3:20])[CH3:19])=[N:6]1, predict the reactants needed to synthesize it. The reactants are: [Cl:1][C:2]1[C:24]([Cl:25])=[CH:23][CH:22]=[CH:21][C:3]=1[CH2:4][N:5]1[C:9]([CH2:10][CH2:11][C:12](OCC)=[O:13])=[CH:8][C:7]([O:17][CH:18]([CH3:20])[CH3:19])=[N:6]1.[H-].C([Al+]CC(C)C)C(C)C.CO.[C@H](O)(C([O-])=O)[C@@H](O)C([O-])=O.[Na+].[K+].